Task: Regression. Given a peptide amino acid sequence and an MHC pseudo amino acid sequence, predict their binding affinity value. This is MHC class I binding data.. Dataset: Peptide-MHC class I binding affinity with 185,985 pairs from IEDB/IMGT (1) The peptide sequence is WDVFGNWFDL. The MHC is Mamu-A07 with pseudo-sequence Mamu-A07. The binding affinity (normalized) is 0.0177. (2) The peptide sequence is MAVTAAPYI. The MHC is HLA-B46:01 with pseudo-sequence HLA-B46:01. The binding affinity (normalized) is 0.0847. (3) The peptide sequence is RLDCWRGGQV. The MHC is HLA-A02:01 with pseudo-sequence HLA-A02:01. The binding affinity (normalized) is 0.490. (4) The peptide sequence is LNMETLNMTM. The MHC is HLA-A68:02 with pseudo-sequence HLA-A68:02. The binding affinity (normalized) is 0.0787. (5) The peptide sequence is RTLRVLNLV. The MHC is HLA-A02:06 with pseudo-sequence HLA-A02:06. The binding affinity (normalized) is 0.785. (6) The peptide sequence is AYIDNYNKV. The MHC is HLA-A68:01 with pseudo-sequence HLA-A68:01. The binding affinity (normalized) is 0.166. (7) The peptide sequence is EDFEIFYNL. The binding affinity (normalized) is 0.0847. The MHC is HLA-A02:01 with pseudo-sequence HLA-A02:01. (8) The peptide sequence is ETFSMGLLCL. The MHC is HLA-A26:01 with pseudo-sequence HLA-A26:01. The binding affinity (normalized) is 0.476.